This data is from Forward reaction prediction with 1.9M reactions from USPTO patents (1976-2016). The task is: Predict the product of the given reaction. (1) Given the reactants [N+:1]([C:4]1[CH:9]=[CH:8][C:7]([OH:10])=[CH:6][CH:5]=1)([O-:3])=[O:2].[CH3:11]CN(C(C)C)C(C)C.C(Cl)Cl.CCCCCC.[C:29]([O:32][CH2:33]C)(=O)[CH3:30].[OH2:35], predict the reaction product. The product is: [CH3:11][O:35][CH2:30][CH2:29][O:32][CH2:33][O:10][C:7]1[CH:8]=[CH:9][C:4]([N+:1]([O-:3])=[O:2])=[CH:5][CH:6]=1. (2) The product is: [OH:14][C:10]1[C:9]([C:6]#[N:7])=[N:5][CH:13]=[CH:12][CH:11]=1. Given the reactants C([O-])(=O)C.[NH4+:5].[C-:6]#[N:7].[K+].[CH:9](=O)[C:10]1[O:14][CH:13]=[CH:12][CH:11]=1.Br.BrBr.S(=O)(O)[O-].[Na+], predict the reaction product. (3) Given the reactants [C:1]([NH:4][CH:5]([CH2:11][C:12]1[CH:13]=[N:14][CH:15]=[CH:16][CH:17]=1)[C:6]([O:8][CH2:9][CH3:10])=[O:7])(=[O:3])[CH3:2].O.[Cl-].[K+].[OH-].[K+], predict the reaction product. The product is: [C:1]([NH:4][C@H:5]([CH2:11][C:12]1[CH:13]=[N:14][CH:15]=[CH:16][CH:17]=1)[C:6]([O:8][CH2:9][CH3:10])=[O:7])(=[O:3])[CH3:2]. (4) Given the reactants [CH3:1][C:2]1[C:3]([C@H:8]2[CH2:13][CH2:12][CH2:11][C@@H:10]([C:14]3[C:19]([CH3:20])=[CH:18][CH:17]=[CH:16][N:15]=3)[NH:9]2)=[N:4][CH:5]=[CH:6][CH:7]=1.[CH2:21]([O:23][C:24](=[O:31])[CH2:25][CH2:26][CH2:27][CH2:28][CH2:29]Br)[CH3:22].CCN(C(C)C)C(C)C, predict the reaction product. The product is: [CH2:21]([O:23][C:24](=[O:31])[CH2:25][CH2:26][CH2:27][CH2:28][CH2:29][N:9]1[C@H:8]([C:3]2[C:2]([CH3:1])=[CH:7][CH:6]=[CH:5][N:4]=2)[CH2:13][CH2:12][CH2:11][C@@H:10]1[C:14]1[C:19]([CH3:20])=[CH:18][CH:17]=[CH:16][N:15]=1)[CH3:22]. (5) Given the reactants Br[C:2]1[N:7]=[C:6]2[N:8]([CH:12]([CH2:15][CH3:16])[CH2:13][CH3:14])[C:9]([OH:11])=[N:10][C:5]2=[N:4][CH:3]=1.[CH3:17][S-:18].[Na+], predict the reaction product. The product is: [CH3:17][S:18][C:2]1[N:7]=[C:6]2[N:8]([CH:12]([CH2:15][CH3:16])[CH2:13][CH3:14])[C:9]([OH:11])=[N:10][C:5]2=[N:4][CH:3]=1. (6) Given the reactants [Cl:1][C:2]1[C:33]([CH3:34])=[CH:32][C:5]([O:6][CH2:7][CH2:8][CH2:9][C:10]2[C:18]3[C:13](=[C:14]([C:19]4[C:20]([CH3:25])=[N:21][NH:22][C:23]=4[CH3:24])[CH:15]=[CH:16][CH:17]=3)[N:12]([CH2:26][CH2:27][C:28]([OH:30])=[O:29])[C:11]=2[CH3:31])=[CH:4][C:3]=1[CH3:35].C(=O)([O-])[O-].[Cs+].[Cs+].Br.Br[CH2:44][C:45]1[CH:50]=[CH:49][N:48]=[CH:47][CH:46]=1, predict the reaction product. The product is: [Cl:1][C:2]1[C:33]([CH3:34])=[CH:32][C:5]([O:6][CH2:7][CH2:8][CH2:9][C:10]2[C:18]3[C:13](=[C:14]([C:19]4[C:23]([CH3:24])=[N:22][N:21]([CH2:44][C:45]5[CH:50]=[CH:49][N:48]=[CH:47][CH:46]=5)[C:20]=4[CH3:25])[CH:15]=[CH:16][CH:17]=3)[N:12]([CH2:26][CH2:27][C:28]([OH:30])=[O:29])[C:11]=2[CH3:31])=[CH:4][C:3]=1[CH3:35].